This data is from Reaction yield outcomes from USPTO patents with 853,638 reactions. The task is: Predict the reaction yield, written as a fraction of the theoretical maximum amount of product (1.0 means a 100% yield; for example, 0.34 means a 34% yield). (1) The reactants are Cl.[O:2]1[C:6]2[CH:7]=[CH:8][CH:9]=[CH:10][C:5]=2[CH2:4][CH:3]1[CH2:11][NH2:12].F[C:14]1[CH:22]=[N:21][CH:20]=[CH:19][C:15]=1[C:16]([OH:18])=[O:17]. No catalyst specified. The product is [O:2]1[C:6]2[CH:7]=[CH:8][CH:9]=[CH:10][C:5]=2[CH2:4][CH:3]1[CH2:11][NH:12][C:19]1[CH:20]=[N:21][CH:22]=[CH:14][C:15]=1[C:16]([OH:18])=[O:17]. The yield is 0.180. (2) The reactants are [F:1][C:2]1[C:10]([F:11])=[CH:9][C:5]([C:6]([OH:8])=[O:7])=[C:4]([OH:12])[CH:3]=1.OS(O)(=O)=O.[CH3:18]O. No catalyst specified. The product is [F:1][C:2]1[C:10]([F:11])=[CH:9][C:5]([C:6]([O:8][CH3:18])=[O:7])=[C:4]([OH:12])[CH:3]=1. The yield is 0.740.